This data is from Forward reaction prediction with 1.9M reactions from USPTO patents (1976-2016). The task is: Predict the product of the given reaction. (1) Given the reactants C(OC([NH:8][C@@H:9]([CH2:13][CH:14]1[CH2:19][CH2:18][CH2:17][CH2:16][CH2:15]1)[C:10]([OH:12])=O)=O)(C)(C)C.[NH2:20][C@H:21]1[CH2:27][CH2:26][CH2:25][N:24]([S:28]([C:31]2[CH:36]=[CH:35][CH:34]=[CH:33][N:32]=2)(=[O:30])=[O:29])[CH2:23][C@@H:22]1[OH:37].[ClH:38], predict the reaction product. The product is: [ClH:38].[NH2:8][C@@H:9]([CH2:13][CH:14]1[CH2:15][CH2:16][CH2:17][CH2:18][CH2:19]1)[C:10]([NH:20][C@H:21]1[CH2:27][CH2:26][CH2:25][N:24]([S:28]([C:31]2[CH:36]=[CH:35][CH:34]=[CH:33][N:32]=2)(=[O:30])=[O:29])[CH2:23][C@@H:22]1[OH:37])=[O:12]. (2) Given the reactants [CH3:1][O:2][C:3]1[CH:4]=[C:5]([NH2:15])[CH:6]=[CH:7][C:8]=1[N:9]1[CH:13]=[C:12]([CH3:14])[N:11]=[CH:10]1.Cl[C:17]1[N:22]=[C:21]([NH:23][C:24]([CH3:28])([CH3:27])[CH2:25][OH:26])[CH:20]=[CH:19][N:18]=1.C(=O)([O-])[O-].[K+].[K+], predict the reaction product. The product is: [CH3:1][O:2][C:3]1[CH:4]=[C:5]([NH:15][C:17]2[N:22]=[C:21]([NH:23][C:24]([CH3:28])([CH3:27])[CH2:25][OH:26])[CH:20]=[CH:19][N:18]=2)[CH:6]=[CH:7][C:8]=1[N:9]1[CH:13]=[C:12]([CH3:14])[N:11]=[CH:10]1. (3) Given the reactants [C:1]([C:3]1[CH:4]=[C:5]2[C:9](=[CH:10][CH:11]=1)[NH:8][N:7]=[CH:6]2)#[CH:2].[C:12](O[C:12]([O:14][C:15]([CH3:18])([CH3:17])[CH3:16])=[O:13])([O:14][C:15]([CH3:18])([CH3:17])[CH3:16])=[O:13].CN(C1C=CC=CN=1)C.O, predict the reaction product. The product is: [C:1]([C:3]1[CH:4]=[C:5]2[C:9](=[CH:10][CH:11]=1)[N:8]([C:12]([O:14][C:15]([CH3:18])([CH3:17])[CH3:16])=[O:13])[N:7]=[CH:6]2)#[CH:2]. (4) Given the reactants CS(C)=O.C(Cl)(=O)C(Cl)=O.[CH3:11][C:12]1([CH3:19])[O:16][CH:15]([CH2:17][OH:18])[CH2:14][O:13]1.O, predict the reaction product. The product is: [CH3:11][C:12]1([CH3:19])[O:16][CH:15]([CH:17]=[O:18])[CH2:14][O:13]1. (5) Given the reactants [F:1][C:2]([F:13])([F:12])[S:3][C:4]1[CH:11]=[CH:10][C:7]([CH2:8][OH:9])=[CH:6][CH:5]=1.[F:14][C:15]([F:27])([F:26])[S:16]([C:19]1[CH:24]=[CH:23][C:22](Cl)=[CH:21][CH:20]=1)(=[O:18])=[O:17].[H-].[Na+], predict the reaction product. The product is: [F:26][C:15]([F:14])([F:27])[S:16]([C:19]1[CH:24]=[CH:23][C:22]([O:9][CH2:8][C:7]2[CH:10]=[CH:11][C:4]([S:3][C:2]([F:12])([F:1])[F:13])=[CH:5][CH:6]=2)=[CH:21][CH:20]=1)(=[O:17])=[O:18]. (6) Given the reactants [Cl:1][C:2]1[C:3]2[CH:20]=[C:19]([CH2:21][N:22]3[CH2:26][CH2:25][CH2:24][CH2:23]3)[NH:18][C:4]=2[N:5]=[C:6]([NH:8]C(=O)CCCCCCC)[N:7]=1.Cl[CH2:28][C:29]1[C:34]([CH3:35])=[C:33]([O:36][CH3:37])[C:32]([CH3:38])=[CH:31][N:30]=1.C([O-])([O-])=O.[K+].[K+], predict the reaction product. The product is: [Cl:1][C:2]1[C:3]2[CH:20]=[C:19]([CH2:21][N:22]3[CH2:23][CH2:24][CH2:25][CH2:26]3)[N:18]([CH2:28][C:29]3[C:34]([CH3:35])=[C:33]([O:36][CH3:37])[C:32]([CH3:38])=[CH:31][N:30]=3)[C:4]=2[N:5]=[C:6]([NH2:8])[N:7]=1. (7) Given the reactants [NH2:1][C:2]1[N:7]=[CH:6][N:5]=[C:4]2[N:8]([C@@H:26]3[CH2:31][CH2:30][CH2:29][N:28](C(OC(C)(C)C)=O)[CH2:27]3)[N:9]=[C:10]([C:11]3[CH:16]=[CH:15][C:14]([O:17][C:18]4[CH:23]=[CH:22][CH:21]=[C:20]([F:24])[C:19]=4[F:25])=[CH:13][CH:12]=3)[C:3]=12, predict the reaction product. The product is: [F:25][C:19]1[C:20]([F:24])=[CH:21][CH:22]=[CH:23][C:18]=1[O:17][C:14]1[CH:13]=[CH:12][C:11]([C:10]2[C:3]3[C:4](=[N:5][CH:6]=[N:7][C:2]=3[NH2:1])[N:8]([C@@H:26]3[CH2:31][CH2:30][CH2:29][NH:28][CH2:27]3)[N:9]=2)=[CH:16][CH:15]=1. (8) Given the reactants [CH:1]1([NH:4][C:5](=[O:15])[C:6]2[CH:11]=[C:10]([F:12])[C:9]([CH3:13])=[C:8](I)[CH:7]=2)[CH2:3][CH2:2]1.[H-].[Na+].C([Li])CCC.[B:23](OC(C)C)([O:28]C(C)C)[O:24]C(C)C, predict the reaction product. The product is: [CH:1]1([NH:4][C:5]([C:6]2[CH:11]=[C:10]([F:12])[C:9]([CH3:13])=[C:8]([B:23]([OH:28])[OH:24])[CH:7]=2)=[O:15])[CH2:3][CH2:2]1.